From a dataset of Reaction yield outcomes from USPTO patents with 853,638 reactions. Predict the reaction yield, written as a fraction of the theoretical maximum amount of product (1.0 means a 100% yield; for example, 0.34 means a 34% yield). The reactants are [Br:1][C:2]1[CH:7]=[CH:6][C:5](/[CH:8]=[CH:9]/[C:10]2[NH:11][CH:12]=[C:13]([C:15]3[CH:20]=[CH:19][C:18]([Cl:21])=[CH:17][C:16]=3[Cl:22])[N:14]=2)=[CH:4][CH:3]=1.C[CH:24](Br)[C:25]1[CH:30]=[CH:29][C:28]([O:31][C:32]([F:35])([F:34])[F:33])=[CH:27][CH:26]=1. No catalyst specified. The product is [Br:1][C:2]1[CH:7]=[CH:6][C:5](/[CH:8]=[CH:9]/[C:10]2[N:11]([CH2:24][C:25]3[CH:30]=[CH:29][C:28]([O:31][C:32]([F:33])([F:34])[F:35])=[CH:27][CH:26]=3)[CH:12]=[C:13]([C:15]3[CH:20]=[CH:19][C:18]([Cl:21])=[CH:17][C:16]=3[Cl:22])[N:14]=2)=[CH:4][CH:3]=1. The yield is 0.680.